This data is from NCI-60 drug combinations with 297,098 pairs across 59 cell lines. The task is: Regression. Given two drug SMILES strings and cell line genomic features, predict the synergy score measuring deviation from expected non-interaction effect. (1) Drug 1: CS(=O)(=O)C1=CC(=C(C=C1)C(=O)NC2=CC(=C(C=C2)Cl)C3=CC=CC=N3)Cl. Synergy scores: CSS=37.5, Synergy_ZIP=-1.09, Synergy_Bliss=4.97, Synergy_Loewe=1.98, Synergy_HSA=5.93. Drug 2: CCC1=C2CN3C(=CC4=C(C3=O)COC(=O)C4(CC)O)C2=NC5=C1C=C(C=C5)O. Cell line: HCC-2998. (2) Drug 1: CC1=C2C(C(=O)C3(C(CC4C(C3C(C(C2(C)C)(CC1OC(=O)C(C(C5=CC=CC=C5)NC(=O)OC(C)(C)C)O)O)OC(=O)C6=CC=CC=C6)(CO4)OC(=O)C)O)C)O. Drug 2: C1C(C(OC1N2C=NC(=NC2=O)N)CO)O. Cell line: OVCAR-4. Synergy scores: CSS=28.4, Synergy_ZIP=-2.31, Synergy_Bliss=-0.562, Synergy_Loewe=3.72, Synergy_HSA=4.78. (3) Drug 1: C1CC(C1)(C(=O)O)C(=O)O.[NH2-].[NH2-].[Pt+2]. Drug 2: CC1CCC2CC(C(=CC=CC=CC(CC(C(=O)C(C(C(=CC(C(=O)CC(OC(=O)C3CCCCN3C(=O)C(=O)C1(O2)O)C(C)CC4CCC(C(C4)OC)O)C)C)O)OC)C)C)C)OC. Cell line: KM12. Synergy scores: CSS=1.07, Synergy_ZIP=-0.476, Synergy_Bliss=1.52, Synergy_Loewe=-1.41, Synergy_HSA=-2.23. (4) Drug 1: C1=CC(=CC=C1CC(C(=O)O)N)N(CCCl)CCCl.Cl. Drug 2: C1=NC2=C(N1)C(=S)N=C(N2)N. Cell line: SW-620. Synergy scores: CSS=17.0, Synergy_ZIP=-7.71, Synergy_Bliss=-2.68, Synergy_Loewe=-8.73, Synergy_HSA=-2.64. (5) Drug 1: CC1C(C(CC(O1)OC2CC(OC(C2O)C)OC3=CC4=CC5=C(C(=O)C(C(C5)C(C(=O)C(C(C)O)O)OC)OC6CC(C(C(O6)C)O)OC7CC(C(C(O7)C)O)OC8CC(C(C(O8)C)O)(C)O)C(=C4C(=C3C)O)O)O)O. Synergy scores: CSS=37.2, Synergy_ZIP=1.05, Synergy_Bliss=19.7, Synergy_Loewe=-18.2, Synergy_HSA=-3.24. Drug 2: CN(CCCl)CCCl.Cl. Cell line: CAKI-1.